This data is from Full USPTO retrosynthesis dataset with 1.9M reactions from patents (1976-2016). The task is: Predict the reactants needed to synthesize the given product. (1) Given the product [CH2:1]([N:8]1[CH2:15][CH2:14][CH2:13][CH2:12][CH2:11][C@H:10]([NH:16][C:17](=[O:23])[O:18][C:19]([CH3:20])([CH3:21])[CH3:22])[C:9]1=[O:24])[C:2]1[CH:3]=[CH:4][CH:5]=[CH:6][CH:7]=1, predict the reactants needed to synthesize it. The reactants are: [CH2:1]([N:8]1[CH2:15][CH2:14][CH:13]=[CH:12][CH2:11][C@H:10]([NH:16][C:17](=[O:23])[O:18][C:19]([CH3:22])([CH3:21])[CH3:20])[C:9]1=[O:24])[C:2]1[CH:7]=[CH:6][CH:5]=[CH:4][CH:3]=1. (2) Given the product [CH3:4][C:5]1[C:9]([C:10]2[C:19]3[O:18][CH2:17][C@H:16]([C:20]4[CH:25]=[CH:24][CH:23]=[CH:22][N:21]=4)[N:15]4[C:26]([N:28]5[CH2:32][CH2:31][C@@H:30]([NH:33][C:43](=[O:44])[O:45][CH3:46])[CH2:29]5)=[N:27][C:13]([C:14]=34)=[CH:12][CH:11]=2)=[C:8]([CH3:34])[O:7][N:6]=1, predict the reactants needed to synthesize it. The reactants are: Cl.Cl.Cl.[CH3:4][C:5]1[C:9]([C:10]2[C:19]3[O:18][CH2:17][C@H:16]([C:20]4[CH:25]=[CH:24][CH:23]=[CH:22][N:21]=4)[N:15]4[C:26]([N:28]5[CH2:32][CH2:31][C@@H:30]([NH2:33])[CH2:29]5)=[N:27][C:13]([C:14]=34)=[CH:12][CH:11]=2)=[C:8]([CH3:34])[O:7][N:6]=1.C(N(CC)CC)C.Cl[C:43]([O:45][CH3:46])=[O:44].